Dataset: Peptide-MHC class II binding affinity with 134,281 pairs from IEDB. Task: Regression. Given a peptide amino acid sequence and an MHC pseudo amino acid sequence, predict their binding affinity value. This is MHC class II binding data. The peptide sequence is PARLFKAFVLDSDNL. The MHC is DRB1_1602 with pseudo-sequence DRB1_1602. The binding affinity (normalized) is 0.592.